From a dataset of Full USPTO retrosynthesis dataset with 1.9M reactions from patents (1976-2016). Predict the reactants needed to synthesize the given product. (1) Given the product [F:20][C:21]1[CH:26]=[CH:25][C:24]([NH:27][C:28]([N:17]2[CH2:16][CH2:15][N:14]([C:7]3[C:6]4[C:11](=[CH:12][C:3]([O:2][CH3:1])=[CH:4][CH:5]=4)[N:10]=[C:9]([CH3:30])[CH:8]=3)[CH2:19][CH2:18]2)=[O:29])=[CH:23][CH:22]=1, predict the reactants needed to synthesize it. The reactants are: [CH3:1][O:2][C:3]1[C:12](C)=[C:11]2[C:6]([C:7]([N:14]3[CH2:19][CH2:18][NH:17][CH2:16][CH2:15]3)=[CH:8][CH:9]=[N:10]2)=[CH:5][CH:4]=1.[F:20][C:21]1[CH:26]=[CH:25][C:24]([N:27]=[C:28]=[O:29])=[CH:23][CH:22]=1.[CH3:30]CCCCC.CCOC(C)=O. (2) Given the product [C:11]([O:15][C:16]([N:18]1[CH2:22][CH2:21][CH2:20][C@H:19]1[C:23](=[O:24])[NH:7][CH2:8][CH2:9][SH:10])=[O:17])([CH3:14])([CH3:13])[CH3:12], predict the reactants needed to synthesize it. The reactants are: C(=O)(O)[O-].[Na+].Cl.[NH2:7][CH2:8][CH2:9][SH:10].[C:11]([O:15][C:16]([N:18]1[CH2:22][CH2:21][CH2:20][C@H:19]1[C:23](F)=[O:24])=[O:17])([CH3:14])([CH3:13])[CH3:12].